From a dataset of Reaction yield outcomes from USPTO patents with 853,638 reactions. Predict the reaction yield, written as a fraction of the theoretical maximum amount of product (1.0 means a 100% yield; for example, 0.34 means a 34% yield). (1) The reactants are Cl.[CH3:2][O:3][C:4]1[S:8][C:7]([C:9](=[NH:11])[NH2:10])=[N:6][CH:5]=1.[Br:12][C:13]1[CH:20]=[C:19]([F:21])[CH:18]=[CH:17][C:14]=1[CH:15]=O.O=[C:23]([CH3:30])[CH2:24][C:25]([O:27][CH2:28][CH3:29])=[O:26]. No catalyst specified. The product is [Br:12][C:13]1[CH:20]=[C:19]([F:21])[CH:18]=[CH:17][C:14]=1[CH:15]1[C:24]([C:25]([O:27][CH2:28][CH3:29])=[O:26])=[C:23]([CH3:30])[NH:10][C:9]([C:7]2[S:8][C:4]([O:3][CH3:2])=[CH:5][N:6]=2)=[N:11]1. The yield is 0.590. (2) The reactants are [F:1][C:2]1[CH:11]=[C:10]2[C:5]([CH:6]=[CH:7][C:8]([CH3:12])=[N:9]2)=[C:4]([N:13]2[CH2:18][CH2:17][N:16]([CH2:19][CH2:20][C:21]3[CH:26]=[CH:25][CH:24]=[C:23]([N+:27]([O-])=O)[CH:22]=3)[CH2:15][CH2:14]2)[CH:3]=1.[Cl-].[NH4+]. The catalyst is CO.O.[Fe]. The product is [F:1][C:2]1[CH:11]=[C:10]2[C:5]([CH:6]=[CH:7][C:8]([CH3:12])=[N:9]2)=[C:4]([N:13]2[CH2:14][CH2:15][N:16]([CH2:19][CH2:20][C:21]3[CH:22]=[C:23]([CH:24]=[CH:25][CH:26]=3)[NH2:27])[CH2:17][CH2:18]2)[CH:3]=1. The yield is 0.320. (3) The reactants are Cl[C:2]1[NH:7][C:6]([NH2:21])([NH:8][CH:9]([C:11]2[CH:20]=[CH:19][C:18]3[C:13](=[CH:14][CH:15]=[CH:16][CH:17]=3)[CH:12]=2)[CH3:10])[N:5]=[CH:4][N:3]=1.C(O[C:27](=[O:45])[CH:28]([NH:37][C:38]([O:40][C:41]([CH3:44])([CH3:43])[CH3:42])=[O:39])[CH2:29][C:30]1[CH:35]=[CH:34][C:33]([OH:36])=[CH:32][CH:31]=1)(C)(C)C.[C:46](=O)([O-])[O-].[K+].[K+].[CH:52]([OH:55])([CH3:54])[CH3:53]. No catalyst specified. The product is [C:52]([O:55][C:27](=[O:45])[CH:28]([NH:37][C:38]([O:40][C:41]([CH3:42])([CH3:43])[CH3:44])=[O:39])[CH2:29][C:30]1[CH:31]=[CH:32][C:33]([O:36][C:4]2[N:3]=[C:2]([NH2:7])[N:21]=[C:6]([NH:8][CH:9]([C:11]3[CH:20]=[CH:19][C:18]4[C:13](=[CH:14][CH:15]=[CH:16][CH:17]=4)[CH:12]=3)[CH3:10])[N:5]=2)=[CH:34][CH:35]=1)([CH3:46])([CH3:54])[CH3:53]. The yield is 0.280. (4) The reactants are C[Al](C)C.[CH3:5][C:6]1([CH3:23])[NH:11][CH2:10][CH2:9][N:8]([C:12]2[CH:22]=[CH:21][C:15]([C:16]([O:18]CC)=O)=[CH:14][CH:13]=2)[CH2:7]1.[CH3:24][O:25][C:26]1[CH:27]=[C:28]([CH2:34][O:35][C:36]2[CH:37]=[C:38]([NH2:41])[NH:39][N:40]=2)[CH:29]=[C:30]([O:32][CH3:33])[CH:31]=1.S([O-])([O-])=O.[Na+].[Na+]. The catalyst is C1(C)C=CC=CC=1.CC(C)=O. The product is [CH3:33][O:32][C:30]1[CH:29]=[C:28]([CH2:34][O:35][C:36]2[CH:37]=[C:38]([NH:41][C:16](=[O:18])[C:15]3[CH:14]=[CH:13][C:12]([N:8]4[CH2:9][CH2:10][NH:11][C:6]([CH3:5])([CH3:23])[CH2:7]4)=[CH:22][CH:21]=3)[NH:39][N:40]=2)[CH:27]=[C:26]([O:25][CH3:24])[CH:31]=1. The yield is 0.105.